This data is from Forward reaction prediction with 1.9M reactions from USPTO patents (1976-2016). The task is: Predict the product of the given reaction. Given the reactants [CH2:1]([O:8][C:9]([NH:11][C@@H:12]([CH:17]1[CH2:22][CH2:21][C:20]([F:24])([F:23])[CH2:19][CH2:18]1)[C:13]([O:15]C)=[O:14])=[O:10])[C:2]1[CH:7]=[CH:6][CH:5]=[CH:4][CH:3]=1.C1COCC1.O.[OH-].[Li+].Cl, predict the reaction product. The product is: [CH2:1]([O:8][C:9]([NH:11][C@@H:12]([CH:17]1[CH2:18][CH2:19][C:20]([F:23])([F:24])[CH2:21][CH2:22]1)[C:13]([OH:15])=[O:14])=[O:10])[C:2]1[CH:3]=[CH:4][CH:5]=[CH:6][CH:7]=1.